Dataset: Forward reaction prediction with 1.9M reactions from USPTO patents (1976-2016). Task: Predict the product of the given reaction. Given the reactants [CH3:1][NH2:2].Cl[S:4]([C:7]1[CH:8]=[C:9]2[C:13](=[CH:14][CH:15]=1)[CH2:12][CH:11]([C:16]([O:18][CH3:19])=[O:17])[CH2:10]2)(=[O:6])=[O:5], predict the reaction product. The product is: [CH3:1][NH:2][S:4]([C:7]1[CH:8]=[C:9]2[C:13](=[CH:14][CH:15]=1)[CH2:12][CH:11]([C:16]([O:18][CH3:19])=[O:17])[CH2:10]2)(=[O:6])=[O:5].